This data is from Catalyst prediction with 721,799 reactions and 888 catalyst types from USPTO. The task is: Predict which catalyst facilitates the given reaction. (1) Reactant: [CH2:1]([O:8][C:9](=[O:27])[N:10]([CH2:12][CH2:13][CH2:14][C:15](=O)[NH:16][C:17]1[CH:22]=[CH:21][CH:20]=[C:19]([O:23][CH3:24])[C:18]=1[NH2:25])[CH3:11])[C:2]1[CH:7]=[CH:6][CH:5]=[CH:4][CH:3]=1.CC1C=CC(S(O)(=O)=O)=CC=1.C([O-])(O)=O.[Na+]. Product: [CH2:1]([O:8][C:9](=[O:27])[N:10]([CH2:12][CH2:13][CH2:14][C:15]1[NH:16][C:17]2[CH:22]=[CH:21][CH:20]=[C:19]([O:23][CH3:24])[C:18]=2[N:25]=1)[CH3:11])[C:2]1[CH:7]=[CH:6][CH:5]=[CH:4][CH:3]=1. The catalyst class is: 588. (2) Reactant: C[N:2]([CH:4]=[C:5]([C:11](=O)[CH3:12])[C:6]([O:8][CH2:9]C)=[O:7])C.[CH3:14][C:15]1[C:16]([NH:21]N)=[N:17][CH:18]=[CH:19][CH:20]=1. Product: [CH3:9][O:8][C:6]([C:5]1[CH:4]=[N:2][N:21]([C:16]2[C:15]([CH3:14])=[CH:20][CH:19]=[CH:18][N:17]=2)[C:11]=1[CH3:12])=[O:7]. The catalyst class is: 8.